This data is from Full USPTO retrosynthesis dataset with 1.9M reactions from patents (1976-2016). The task is: Predict the reactants needed to synthesize the given product. Given the product [Cl:17][C:11]1[CH:10]=[C:9]([NH:8][C:6]2[C:5]([F:18])=[CH:4][N:3]=[C:2]([NH:19][C:20]3[CH:21]=[CH:22][C:23]4[O:27][CH:26]([C:28]([O:30][CH3:31])=[O:29])[CH2:25][C:24]=4[CH:32]=3)[N:7]=2)[CH:14]=[CH:13][C:12]=1[O:15][CH3:16], predict the reactants needed to synthesize it. The reactants are: Cl[C:2]1[N:7]=[C:6]([NH:8][C:9]2[CH:14]=[CH:13][C:12]([O:15][CH3:16])=[C:11]([Cl:17])[CH:10]=2)[C:5]([F:18])=[CH:4][N:3]=1.[NH2:19][C:20]1[CH:21]=[CH:22][C:23]2[O:27][CH:26]([C:28]([O:30][CH3:31])=[O:29])[CH2:25][C:24]=2[CH:32]=1.